This data is from Reaction yield outcomes from USPTO patents with 853,638 reactions. The task is: Predict the reaction yield, written as a fraction of the theoretical maximum amount of product (1.0 means a 100% yield; for example, 0.34 means a 34% yield). (1) The catalyst is CN1C(=O)CCC1. The yield is 0.540. The reactants are F[C:2]1[CH:30]=[CH:29][C:5]([C:6]([NH:8][C:9]2[S:13][C:12]([N:14]([CH3:25])[C:15]3[CH:16]=[C:17]4[C:22](=[CH:23][CH:24]=3)[N:21]=[CH:20][CH:19]=[CH:18]4)=[N:11][C:10]=2[C:26]([NH2:28])=[O:27])=[O:7])=[CH:4][CH:3]=1.[CH3:31][N:32]1[CH2:37][CH2:36][NH:35][CH2:34][CH2:33]1. The product is [CH3:25][N:14]([C:15]1[CH:16]=[C:17]2[C:22](=[CH:23][CH:24]=1)[N:21]=[CH:20][CH:19]=[CH:18]2)[C:12]1[S:13][C:9]([NH:8][C:6](=[O:7])[C:5]2[CH:29]=[CH:30][C:2]([N:35]3[CH2:36][CH2:37][N:32]([CH3:31])[CH2:33][CH2:34]3)=[CH:3][CH:4]=2)=[C:10]([C:26]([NH2:28])=[O:27])[N:11]=1. (2) The reactants are Br[C:2]1[C:3]([N:9]2[CH2:14][CH2:13][O:12][CH2:11][CH:10]2[C:15]([NH:17][C@H:18]([C:20]2[CH:25]=[CH:24][CH:23]=[CH:22][CH:21]=2)[CH3:19])=[O:16])=[N:4][C:5]([Cl:8])=[N:6][CH:7]=1.CC1(C)C2C=CC=C(P(C3C=CC=CC=3)C3C=CC=CC=3)C=2OC2C1=CC=CC=2P(C1C=CC=CC=1)C1C=CC=CC=1. The catalyst is C([O-])(=O)C.[Pd+2].C([O-])(=O)C. The product is [Cl:8][C:5]1[N:6]=[CH:7][C:2]2[N:17]([CH:18]([C:20]3[CH:25]=[CH:24][CH:23]=[CH:22][CH:21]=3)[CH3:19])[C:15](=[O:16])[C@@H:10]3[CH2:11][O:12][CH2:13][CH2:14][N:9]3[C:3]=2[N:4]=1. The yield is 0.220.